This data is from Forward reaction prediction with 1.9M reactions from USPTO patents (1976-2016). The task is: Predict the product of the given reaction. Given the reactants [BH4-].[Na+].[C:3]([C:11]1[CH:16]=[CH:15][N:14]([C:17]2[CH:22]=[CH:21][C:20]([O:23][C:24]3[C:33]4[C:28](=[CH:29][C:30]([O:36][CH3:37])=[C:31]([O:34][CH3:35])[CH:32]=4)[N:27]=[CH:26][CH:25]=3)=[C:19]([F:38])[CH:18]=2)[C:13](=[O:39])[CH:12]=1)(=[O:10])[C:4]1[CH:9]=[CH:8][CH:7]=[CH:6][CH:5]=1, predict the reaction product. The product is: [CH3:35][O:34][C:31]1[CH:32]=[C:33]2[C:28](=[CH:29][C:30]=1[O:36][CH3:37])[N:27]=[CH:26][CH:25]=[C:24]2[O:23][C:20]1[CH:21]=[CH:22][C:17]([N:14]2[CH:15]=[CH:16][C:11]([CH:3]([OH:10])[C:4]3[CH:9]=[CH:8][CH:7]=[CH:6][CH:5]=3)=[CH:12][C:13]2=[O:39])=[CH:18][C:19]=1[F:38].